This data is from Full USPTO retrosynthesis dataset with 1.9M reactions from patents (1976-2016). The task is: Predict the reactants needed to synthesize the given product. (1) The reactants are: [Cl:1][C:2]1[CH:7]=[CH:6][C:5]([C:8]2[CH:9]=[C:10]([CH3:17])[C:11]3[N:12]([CH:14]=[CH:15][N:16]=3)[CH:13]=2)=[CH:4][CH:3]=1.[I:18]Cl. Given the product [Cl:1][C:2]1[CH:3]=[CH:4][C:5]([C:8]2[CH:9]=[C:10]([CH3:17])[C:11]3[N:12]([C:14]([I:18])=[CH:15][N:16]=3)[CH:13]=2)=[CH:6][CH:7]=1, predict the reactants needed to synthesize it. (2) Given the product [CH2:12]([N:19]1[CH2:24][CH2:23][C:22]([CH2:25][NH2:26])([N:27]2[CH2:32][CH2:31][N:30]([CH:33]3[CH2:35][CH2:34]3)[CH2:29][CH2:28]2)[CH2:21][CH2:20]1)[C:13]1[CH:18]=[CH:17][CH:16]=[CH:15][CH:14]=1, predict the reactants needed to synthesize it. The reactants are: [H-].[H-].[H-].[H-].[Li+].[Al+3].OS(O)(=O)=O.[CH2:12]([N:19]1[CH2:24][CH2:23][C:22]([N:27]2[CH2:32][CH2:31][N:30]([CH:33]3[CH2:35][CH2:34]3)[CH2:29][CH2:28]2)([C:25]#[N:26])[CH2:21][CH2:20]1)[C:13]1[CH:18]=[CH:17][CH:16]=[CH:15][CH:14]=1.